From a dataset of Forward reaction prediction with 1.9M reactions from USPTO patents (1976-2016). Predict the product of the given reaction. (1) Given the reactants [Br:1][C:2]1[CH:9]=[CH:8][C:7]([O:10][CH3:11])=[CH:6][C:3]=1[CH:4]=O.[C:12]([O:20][CH2:21][CH3:22])(=[O:19])[CH2:13][C:14]([O:16][CH2:17][CH3:18])=[O:15].N1CCCC1.C(O)(=O)C, predict the reaction product. The product is: [Br:1][C:2]1[CH:9]=[CH:8][C:7]([O:10][CH3:11])=[CH:6][C:3]=1[CH:4]=[C:13]([C:14]([O:16][CH2:17][CH3:18])=[O:15])[C:12]([O:20][CH2:21][CH3:22])=[O:19]. (2) Given the reactants [CH3:1][N:2]1[CH2:7][CH2:6][C:5]([CH2:15][NH2:16])([C:8]2[CH:13]=[CH:12][C:11]([F:14])=[CH:10][CH:9]=2)[CH2:4][CH2:3]1.[Br:17][C:18]1[C:27]2[C:22](=[CH:23][CH:24]=[CH:25][CH:26]=2)[C:21]([C:28](Cl)=[O:29])=[CH:20][CH:19]=1, predict the reaction product. The product is: [CH3:1][N:2]1[CH2:7][CH2:6][C:5]([C:8]2[CH:9]=[CH:10][C:11]([F:14])=[CH:12][CH:13]=2)([CH2:15][NH:16][C:28]([C:21]2[C:22]3[C:27](=[CH:26][CH:25]=[CH:24][CH:23]=3)[C:18]([Br:17])=[CH:19][CH:20]=2)=[O:29])[CH2:4][CH2:3]1.